Dataset: Peptide-MHC class II binding affinity with 134,281 pairs from IEDB. Task: Regression. Given a peptide amino acid sequence and an MHC pseudo amino acid sequence, predict their binding affinity value. This is MHC class II binding data. (1) The binding affinity (normalized) is 0. The peptide sequence is GITDRDFIEGVHGGT. The MHC is DRB1_0101 with pseudo-sequence DRB1_0101. (2) The peptide sequence is GELQIVDKIIAAFKI. The MHC is DRB1_1101 with pseudo-sequence DRB1_1101. The binding affinity (normalized) is 0.713. (3) The peptide sequence is TWQGGSGMASHIIYE. The MHC is DRB1_0405 with pseudo-sequence DRB1_0405. The binding affinity (normalized) is 0.181.